Dataset: Reaction yield outcomes from USPTO patents with 853,638 reactions. Task: Predict the reaction yield, written as a fraction of the theoretical maximum amount of product (1.0 means a 100% yield; for example, 0.34 means a 34% yield). (1) The reactants are C(OC(=O)[NH:7][C:8]1[CH:13]=[CH:12][CH:11]=[C:10]([C:14]2[CH:19]=[CH:18][C:17]([CH2:20][NH:21][S:22]([CH3:25])(=[O:24])=[O:23])=[CH:16][CH:15]=2)[N:9]=1)(C)(C)C. The catalyst is Cl.CO. The product is [NH2:7][C:8]1[N:9]=[C:10]([C:14]2[CH:15]=[CH:16][C:17]([CH2:20][NH:21][S:22]([CH3:25])(=[O:24])=[O:23])=[CH:18][CH:19]=2)[CH:11]=[CH:12][CH:13]=1. The yield is 0.800. (2) The reactants are Cl[C:2]1[N:3]=[CH:4][C:5]([C:8]([NH:10][C:11]2[NH:12][N:13]=[C:14]([CH2:16][CH2:17][C:18]3[CH:23]=[C:22]([O:24][CH3:25])[CH:21]=[C:20]([O:26][CH3:27])[CH:19]=3)[CH:15]=2)=[O:9])=[N:6][CH:7]=1.[CH3:28][N:29]1[C@@H:34]([CH3:35])[CH2:33][NH:32][CH2:31][C@H:30]1[CH3:36].C[C@H]1CNC[C@@H](C)N1CC#N.C(N(C(C)C)C(C)C)C. The catalyst is CS(C)=O.CO. The product is [CH3:27][O:26][C:20]1[CH:19]=[C:18]([CH2:17][CH2:16][C:14]2[CH:15]=[C:11]([NH:10][C:8]([C:5]3[CH:4]=[N:3][C:2]([N:32]4[CH2:33][C@H:34]([CH3:35])[N:29]([CH3:28])[C@H:30]([CH3:36])[CH2:31]4)=[CH:7][N:6]=3)=[O:9])[NH:12][N:13]=2)[CH:23]=[C:22]([O:24][CH3:25])[CH:21]=1. The yield is 0.730. (3) The reactants are [S:1]1[C:5]([C:6]2[N:11]=[CH:10][C:9]([N:12]3[CH2:19][CH:18]4[CH:14]([CH2:15][N:16]([CH3:20])[CH2:17]4)[CH2:13]3)=[CH:8][CH:7]=2)=[CH:4][C:3]2[CH:21]=[CH:22][CH:23]=[CH:24][C:2]1=2.[C:25]1([CH3:35])[CH:30]=[CH:29][C:28]([S:31]([OH:34])(=[O:33])=[O:32])=[CH:27][CH:26]=1. The product is [C:25]1([CH3:35])[CH:26]=[CH:27][C:28]([S:31]([OH:34])(=[O:32])=[O:33])=[CH:29][CH:30]=1.[S:1]1[C:5]([C:6]2[N:11]=[CH:10][C:9]([N:12]3[CH2:19][CH:18]4[CH:14]([CH2:15][N:16]([CH3:20])[CH2:17]4)[CH2:13]3)=[CH:8][CH:7]=2)=[CH:4][C:3]2[CH:21]=[CH:22][CH:23]=[CH:24][C:2]1=2. No catalyst specified. The yield is 0.420. (4) The reactants are [Br:1]N1C(=O)CCC1=O.C1(P(C2C=CC=CC=2)C2C=CC=CC=2)C=CC=CC=1.[F:28][C:29]1[CH:34]=[CH:33][C:32]([CH2:35][O:36][CH2:37][CH2:38]O)=[CH:31][CH:30]=1. The catalyst is C(Cl)Cl.[Al]. The product is [Br:1][CH2:38][CH2:37][O:36][CH2:35][C:32]1[CH:33]=[CH:34][C:29]([F:28])=[CH:30][CH:31]=1. The yield is 0.480.